This data is from Full USPTO retrosynthesis dataset with 1.9M reactions from patents (1976-2016). The task is: Predict the reactants needed to synthesize the given product. (1) Given the product [CH3:26][O:25][CH2:24][CH2:23][N:21]1[C:14]2[C:15](=[N:16][CH:17]=[CH:18][C:13]=2[S:12][C:9]2[CH:10]=[CH:11][C:6]([N+:3]([O-:5])=[O:4])=[CH:7][CH:8]=2)[CH:19]=[CH:20]1, predict the reactants needed to synthesize it. The reactants are: [OH-].[K+].[N+:3]([C:6]1[CH:11]=[CH:10][C:9]([S:12][C:13]2[CH:18]=[CH:17][N:16]=[C:15]3[CH:19]=[CH:20][NH:21][C:14]=23)=[CH:8][CH:7]=1)([O-:5])=[O:4].Br[CH2:23][CH2:24][O:25][CH3:26].BrOBr. (2) Given the product [C:5]([O:9][C:10](=[O:43])[NH:11][CH2:12][C@H:13]1[CH2:18][CH2:17][C@H:16]([CH2:19][C:20]2[N:24]3[C:25]4[CH:31]=[CH:30][NH:29][C:26]=4[N:27]=[CH:28][C:23]3=[N:22][N:21]=2)[CH2:15][CH2:14]1)([CH3:8])([CH3:7])[CH3:6], predict the reactants needed to synthesize it. The reactants are: S(Cl)(Cl)=O.[C:5]([O:9][C:10](=[O:43])[NH:11][CH2:12][C@H:13]1[CH2:18][CH2:17][C@H:16]([CH2:19][C:20](=O)[NH:21][NH:22][C:23]2[N:24]=[C:25]3[CH:31]=[CH:30][N:29](S(C4C=CC(C)=CC=4)(=O)=O)[C:26]3=[N:27][CH:28]=2)[CH2:15][CH2:14]1)([CH3:8])([CH3:7])[CH3:6].C([O-])([O-])=O.[Na+].[Na+].[OH-].[Na+]. (3) Given the product [Cl:1][C:2]1[N:7]=[N:6][C:5]([C:8]([NH2:24])=[O:9])=[C:4]([NH:13][C:14]2[C:22]3[N:21]=[CH:20][N:19]([CH3:23])[C:18]=3[CH:17]=[CH:16][CH:15]=2)[CH:3]=1, predict the reactants needed to synthesize it. The reactants are: [Cl:1][C:2]1[N:7]=[N:6][C:5]([C:8](OCC)=[O:9])=[C:4]([NH:13][C:14]2[C:22]3[N:21]=[CH:20][N:19]([CH3:23])[C:18]=3[CH:17]=[CH:16][CH:15]=2)[CH:3]=1.[NH3:24]. (4) Given the product [Cl:18][CH2:19][C:20]([NH:10][C:7]1[CH:8]=[CH:9][C:4]([O:3][C:2]([F:1])([F:16])[F:17])=[CH:5][C:6]=1[C:11]1[NH:12][N:13]=[CH:14][N:15]=1)=[O:21], predict the reactants needed to synthesize it. The reactants are: [F:1][C:2]([F:17])([F:16])[O:3][C:4]1[CH:9]=[CH:8][C:7]([NH2:10])=[C:6]([C:11]2[NH:12][N:13]=[CH:14][N:15]=2)[CH:5]=1.[Cl:18][CH2:19][C:20](Cl)=[O:21].O.